This data is from Peptide-MHC class I binding affinity with 185,985 pairs from IEDB/IMGT. The task is: Regression. Given a peptide amino acid sequence and an MHC pseudo amino acid sequence, predict their binding affinity value. This is MHC class I binding data. (1) The peptide sequence is AGRAWENTI. The MHC is HLA-A30:02 with pseudo-sequence HLA-A30:02. The binding affinity (normalized) is 0.227. (2) The peptide sequence is ILPEEQDQNY. The MHC is HLA-A30:02 with pseudo-sequence HLA-A30:02. The binding affinity (normalized) is 0.0272. (3) The peptide sequence is SLTIKDSSNK. The MHC is H-2-Dd with pseudo-sequence H-2-Dd. The binding affinity (normalized) is 0. (4) The peptide sequence is LNQTVYSLV. The MHC is HLA-A02:03 with pseudo-sequence HLA-A02:03. The binding affinity (normalized) is 0.324.